From a dataset of Forward reaction prediction with 1.9M reactions from USPTO patents (1976-2016). Predict the product of the given reaction. Given the reactants [N:1]([CH:4]([C:6]1[CH:15]=[CH:14][C:13]2[C:8](=[CH:9][CH:10]=[CH:11][CH:12]=2)[C:7]=1Br)[CH3:5])=[N+:2]=[N-:3].[F:17][C:18]1[CH:19]=[C:20](B(O)O)[CH:21]=[N:22][CH:23]=1.C(=O)([O-])[O-].[Na+].[Na+], predict the reaction product. The product is: [N:1]([CH:4]([C:6]1[CH:15]=[CH:14][C:13]2[C:8](=[CH:9][CH:10]=[CH:11][CH:12]=2)[C:7]=1[C:20]1[CH:21]=[N:22][CH:23]=[C:18]([F:17])[CH:19]=1)[CH3:5])=[N+:2]=[N-:3].